Dataset: Catalyst prediction with 721,799 reactions and 888 catalyst types from USPTO. Task: Predict which catalyst facilitates the given reaction. The catalyst class is: 8. Product: [NH2:28][CH2:27][CH2:26][N:22]1[CH2:23][CH2:24][CH2:25][C@@H:21]1[CH2:20][N:11]1[N:10]=[C:9]([CH2:8][C:5]2[CH:6]=[CH:7][C:2]([Cl:1])=[CH:3][CH:4]=2)[C:18]2[C:13](=[CH:14][CH:15]=[CH:16][CH:17]=2)[C:12]1=[O:19]. Reactant: [Cl:1][C:2]1[CH:7]=[CH:6][C:5]([CH2:8][C:9]2[C:18]3[C:13](=[CH:14][CH:15]=[CH:16][CH:17]=3)[C:12](=[O:19])[N:11]([CH2:20][C@H:21]3[CH2:25][CH2:24][CH2:23][N:22]3[CH2:26][CH2:27][N:28]3C(=O)C4C(=CC=CC=4)C3=O)[N:10]=2)=[CH:4][CH:3]=1.O.NN.